Task: Binary Classification. Given a miRNA mature sequence and a target amino acid sequence, predict their likelihood of interaction.. Dataset: Experimentally validated miRNA-target interactions with 360,000+ pairs, plus equal number of negative samples The miRNA is mmu-miR-375-3p with sequence UUUGUUCGUUCGGCUCGCGUGA. The protein sequence of the target gene is MEMKKKINMELKNRAPEEVTELVLDNCLCVNGEIEGLNDTFKELEFLSMANVELSSLARLPSLNKLRKLELSDNIISGGLEVLAEKCPNLTYLNLSGNKIKDLSTVEALQNLKNLKSLDLFNCEITNLEDYRESIFELLQQITYLDGFDQEDNEAPDSEEEDDDDEDGDEDEEDEDEDEAGPPEGYEEEEDDDEDEAGSEVGEGEEEVGLSYLMKDEIQDEEDDDDYVDEGEEEEEEEEEGLRGEKRKRDAEDDGEEDDD. Result: 0 (no interaction).